Dataset: Catalyst prediction with 721,799 reactions and 888 catalyst types from USPTO. Task: Predict which catalyst facilitates the given reaction. (1) Reactant: C(#N)C.[I:4][C:5](I)([C:9]([NH2:11])=[O:10])[C:6]([NH2:8])=[O:7].C(=O)([O-])O.[Na+:17].[S:18](S([O-])=O)([O-:20])=[O:19].[Na+].[Na+]. Product: [NH2:8][C:6](=[O:7])[C:5]([I:4])([S:18]([O-:20])=[O:19])[C:9]([NH2:11])=[O:10].[Na+:17]. The catalyst class is: 6. (2) Reactant: [C:1]1([C:23]2[CH:28]=[CH:27][CH:26]=[CH:25][CH:24]=2)[CH:6]=[CH:5][C:4]([CH2:7][C@@H:8]([NH:15][C:16]([O:18][C:19]([CH3:22])([CH3:21])[CH3:20])=[O:17])[CH2:9][C:10](=[CH2:14])[C:11]([OH:13])=[O:12])=[CH:3][CH:2]=1.[OH-].[K+:30]. Product: [K+:30].[C:1]1([C:23]2[CH:24]=[CH:25][CH:26]=[CH:27][CH:28]=2)[CH:2]=[CH:3][C:4]([CH2:7][C@@H:8]([NH:15][C:16]([O:18][C:19]([CH3:22])([CH3:21])[CH3:20])=[O:17])[CH2:9][C:10](=[CH2:14])[C:11]([O-:13])=[O:12])=[CH:5][CH:6]=1.[C:1]1([C:23]2[CH:24]=[CH:25][CH:26]=[CH:27][CH:28]=2)[CH:2]=[CH:3][C:4]([CH2:7][C@@H:8]([NH:15][C:16]([O:18][C:19]([CH3:22])([CH3:21])[CH3:20])=[O:17])[CH2:9][C:10](=[CH2:14])[C:11]([OH:13])=[O:12])=[CH:5][CH:6]=1. The catalyst class is: 8.